From a dataset of NCI-60 drug combinations with 297,098 pairs across 59 cell lines. Regression. Given two drug SMILES strings and cell line genomic features, predict the synergy score measuring deviation from expected non-interaction effect. (1) Drug 1: C1CC(=O)NC(=O)C1N2CC3=C(C2=O)C=CC=C3N. Synergy scores: CSS=13.0, Synergy_ZIP=0.0606, Synergy_Bliss=-1.99, Synergy_Loewe=-19.3, Synergy_HSA=-2.72. Drug 2: COC1=CC(=CC(=C1O)OC)C2C3C(COC3=O)C(C4=CC5=C(C=C24)OCO5)OC6C(C(C7C(O6)COC(O7)C8=CC=CS8)O)O. Cell line: HS 578T. (2) Drug 1: C1CCC(C1)C(CC#N)N2C=C(C=N2)C3=C4C=CNC4=NC=N3. Drug 2: CCCS(=O)(=O)NC1=C(C(=C(C=C1)F)C(=O)C2=CNC3=C2C=C(C=N3)C4=CC=C(C=C4)Cl)F. Cell line: HL-60(TB). Synergy scores: CSS=-20.1, Synergy_ZIP=12.3, Synergy_Bliss=2.35, Synergy_Loewe=-9.67, Synergy_HSA=-14.1.